From a dataset of Forward reaction prediction with 1.9M reactions from USPTO patents (1976-2016). Predict the product of the given reaction. (1) Given the reactants [F:1][C:2]1[CH:7]=[CH:6][C:5]([C:8]2[CH:12]=[C:11]([CH2:13][NH:14][C:15]3[C:20]([CH3:21])=[C:19]([CH3:22])[N:18]=[C:17]([N:23]([CH2:33][C:34]4[CH:39]=[CH:38][C:37]([O:40][CH3:41])=[CH:36][CH:35]=4)[CH2:24][C:25]4[CH:30]=[CH:29][C:28]([O:31][CH3:32])=[CH:27][CH:26]=4)[C:16]=3[NH2:42])[O:10][N:9]=2)=[CH:4][CH:3]=1.[C:43](OC)(OC)(OC)[CH2:44][CH2:45][CH3:46].Cl, predict the reaction product. The product is: [F:1][C:2]1[CH:7]=[CH:6][C:5]([C:8]2[CH:12]=[C:11]([CH2:13][N:14]3[C:15]4[C:20]([CH3:21])=[C:19]([CH3:22])[N:18]=[C:17]([N:23]([CH2:24][C:25]5[CH:30]=[CH:29][C:28]([O:31][CH3:32])=[CH:27][CH:26]=5)[CH2:33][C:34]5[CH:35]=[CH:36][C:37]([O:40][CH3:41])=[CH:38][CH:39]=5)[C:16]=4[N:42]=[C:43]3[CH2:44][CH2:45][CH3:46])[O:10][N:9]=2)=[CH:4][CH:3]=1. (2) Given the reactants [CH3:1][O:2][C:3]([C:5]1[N:6]([CH2:23][C:24]2[CH:29]=[CH:28][C:27]([C:30]([NH:32][NH:33]C(OC(C)(C)C)=O)=[O:31])=[CH:26][CH:25]=2)[C:7](=[O:22])[C:8]2[C:13]([C:14]=1[C:15]1[CH:20]=[CH:19][CH:18]=[CH:17][CH:16]=1)=[CH:12][C:11]([Br:21])=[CH:10][CH:9]=2)=[O:4].C(OC(=O)C)C.[ClH:47], predict the reaction product. The product is: [ClH:47].[CH3:1][O:2][C:3]([C:5]1[N:6]([CH2:23][C:24]2[CH:25]=[CH:26][C:27]([C:30]([NH:32][NH2:33])=[O:31])=[CH:28][CH:29]=2)[C:7](=[O:22])[C:8]2[C:13]([C:14]=1[C:15]1[CH:16]=[CH:17][CH:18]=[CH:19][CH:20]=1)=[CH:12][C:11]([Br:21])=[CH:10][CH:9]=2)=[O:4]. (3) Given the reactants C([O:3][C:4]([C:6]1[N:7]=[C:8]([S:12][CH2:13][C:14]2[CH:19]=[C:18]([N:20]3[CH2:25][CH2:24][O:23][CH2:22][CH2:21]3)[CH:17]=[C:16]([N:26]([C:35]([O:37][C:38]([CH3:41])([CH3:40])[CH3:39])=[O:36])[CH2:27][C:28]3[CH:33]=[CH:32][CH:31]=[C:30]([CH3:34])[N:29]=3)[N:15]=2)[S:9][C:10]=1[CH3:11])=O)C.[H-].[Al+3].[Li+].[H-].[H-].[H-].O.O.O.O.O.O.O.O.O.O.S([O-])([O-])(=O)=O.[Na+].[Na+], predict the reaction product. The product is: [C:38]([O:37][C:35](=[O:36])[N:26]([C:16]1[CH:17]=[C:18]([N:20]2[CH2:25][CH2:24][O:23][CH2:22][CH2:21]2)[CH:19]=[C:14]([CH2:13][S:12][C:8]2[S:9][C:10]([CH3:11])=[C:6]([CH2:4][OH:3])[N:7]=2)[N:15]=1)[CH2:27][C:28]1[CH:33]=[CH:32][CH:31]=[C:30]([CH3:34])[N:29]=1)([CH3:41])([CH3:40])[CH3:39]. (4) Given the reactants [CH:1]1([N:4]2[C:13]3[C:8](=[CH:9][C:10]([F:16])=[C:11]([F:15])[C:12]=3[F:14])[C:7](=[O:17])[C:6]([C:18]([O:20]CC)=[O:19])=[CH:5]2)[CH2:3][CH2:2]1.O, predict the reaction product. The product is: [CH:1]1([N:4]2[C:13]3[C:8](=[CH:9][C:10]([F:16])=[C:11]([F:15])[C:12]=3[F:14])[C:7](=[O:17])[C:6]([C:18]([OH:20])=[O:19])=[CH:5]2)[CH2:2][CH2:3]1. (5) Given the reactants [N:1]1([CH2:7][CH2:8][N:9]2[CH2:14][CH2:13][C:12](=O)[CH2:11][CH2:10]2)[CH2:6][CH2:5][CH2:4][CH2:3][CH2:2]1.Cl.[NH2:17][OH:18], predict the reaction product. The product is: [N:1]1([CH2:7][CH2:8][N:9]2[CH2:14][CH2:13][C:12](=[N:17][OH:18])[CH2:11][CH2:10]2)[CH2:6][CH2:5][CH2:4][CH2:3][CH2:2]1.